The task is: Binary Classification. Given a T-cell receptor sequence (or CDR3 region) and an epitope sequence, predict whether binding occurs between them.. This data is from TCR-epitope binding with 47,182 pairs between 192 epitopes and 23,139 TCRs. (1) The epitope is HPVGEADYFEY. The TCR CDR3 sequence is CASSIRSSETQYF. Result: 0 (the TCR does not bind to the epitope). (2) The epitope is GILGFVFTL. Result: 0 (the TCR does not bind to the epitope). The TCR CDR3 sequence is CASSLDSGGNEQYF. (3) The epitope is FLRGRAYGL. The TCR CDR3 sequence is CASSAASGTDTQYF. Result: 1 (the TCR binds to the epitope). (4) The epitope is DATYQRTRALVR. The TCR CDR3 sequence is CASSPGTDYGYTF. Result: 1 (the TCR binds to the epitope). (5) The epitope is GVAMPNLYK. The TCR CDR3 sequence is CASSAGTRNEQFF. Result: 0 (the TCR does not bind to the epitope). (6) The epitope is TEILPVSMTK. The TCR CDR3 sequence is CASIGQGGSPLHF. Result: 0 (the TCR does not bind to the epitope). (7) The epitope is KMKDLSPRW. The TCR CDR3 sequence is CASSELEEQYF. Result: 0 (the TCR does not bind to the epitope).